From a dataset of Full USPTO retrosynthesis dataset with 1.9M reactions from patents (1976-2016). Predict the reactants needed to synthesize the given product. (1) Given the product [OH:23][C:19]1[CH:18]=[C:17]([C:5]2[N:6]=[C:7]3[N:8]([C:9]4[CH:14]=[CH:13][CH:12]=[CH:11][C:10]=4[O:15][CH3:16])[C:24](=[O:25])[NH:1][C:2]3=[CH:3][CH:4]=2)[CH:22]=[CH:21][CH:20]=1, predict the reactants needed to synthesize it. The reactants are: [NH2:1][C:2]1[CH:3]=[CH:4][C:5]([C:17]2[CH:18]=[C:19]([OH:23])[CH:20]=[CH:21][CH:22]=2)=[N:6][C:7]=1[NH:8][C:9]1[CH:14]=[CH:13][CH:12]=[CH:11][C:10]=1[O:15][CH3:16].[CH3:24][O:25]C1C=CC=CC=1NC1N=C(C2C=C(O)C=CC=2)C=CC=1[N+]([O-])=O. (2) Given the product [CH3:7][O:8][C:9]1[CH:18]=[CH:17][C:16]2[C:11](=[CH:12][C:13]([O:4][CH3:1])=[CH:14][N:15]=2)[N:10]=1, predict the reactants needed to synthesize it. The reactants are: [C:1](=[O:4])([O-])[O-].[K+].[K+].[CH3:7][O:8][C:9]1[N:10]=[C:11]2[C:16](=[CH:17][CH:18]=1)[N:15]=[CH:14][C:13](O)=[CH:12]2.IC.C(OCC)(=O)C. (3) Given the product [F:1][C:2]1[CH:7]=[CH:6][C:5]([C:8]2[C:9]([CH3:15])=[C:10]([CH:11]([CH3:13])[CH3:12])[N:22]=[C:20]([NH:19][CH3:18])[N:21]=2)=[CH:4][CH:3]=1, predict the reactants needed to synthesize it. The reactants are: [F:1][C:2]1[CH:7]=[CH:6][C:5]([C:8](=O)[CH:9]([CH3:15])[C:10](=O)[CH:11]([CH3:13])[CH3:12])=[CH:4][CH:3]=1.Cl.[CH3:18][NH:19][C:20]([NH2:22])=[NH:21].C([O-])([O-])=O.[Cs+].[Cs+].O. (4) Given the product [CH3:32][C@H:33]([O:37][C:38]1[N:46]=[C:45]2[C:41]([N:42]=[C:43]([O:47][CH3:48])[N:44]2[CH2:51][CH2:52][CH2:53][CH:54]2[CH2:58][CH2:57][CH2:56][O:55]2)=[C:40]([NH2:49])[N:39]=1)[CH2:34][CH2:35][CH3:36], predict the reactants needed to synthesize it. The reactants are: C(NC1N=C2C(N=C(OC)N2CC[C@@H]2CCOC2)=C(N)N=1)CCC.FC(F)(F)C(O)=O.[CH3:32][C@H:33]([O:37][C:38]1[NH:39][C:40]([NH2:49])=[C:41]2[C:45]([N:46]=1)=[N:44][C:43]([O:47][CH3:48])=[N:42]2)[CH2:34][CH2:35][CH3:36].Br[CH2:51][CH2:52][CH2:53][CH:54]1[CH2:58][CH2:57][CH2:56][O:55]1. (5) Given the product [F:1][C:2]([F:20])([F:19])[C:3]([OH:23])=[O:4].[F:1][C:2]([F:20])([F:19])[C:10]1[C:9]2[C:13](=[CH:14][C:6]([NH2:5])=[CH:7][CH:8]=2)[NH:12][CH:11]=1, predict the reactants needed to synthesize it. The reactants are: [F:1][C:2]([F:20])([F:19])[C:3]([NH:5][C:6]1[CH:14]=[C:13]2[C:9]([CH:10]=[C:11](C(F)(F)F)[NH:12]2)=[CH:8][CH:7]=1)=[O:4].O.C([O-])([O-])=[O:23].[K+].[K+].